This data is from Reaction yield outcomes from USPTO patents with 853,638 reactions. The task is: Predict the reaction yield, written as a fraction of the theoretical maximum amount of product (1.0 means a 100% yield; for example, 0.34 means a 34% yield). (1) The reactants are [CH3:1][O:2][C:3](=[O:23])[C:4]1[CH:9]=[C:8]([N+:10]([O-])=O)[C:7]([NH2:13])=[C:6]([F:14])[C:5]=1[NH:15][C:16]1[CH:21]=[CH:20][CH:19]=[CH:18][C:17]=1[Cl:22]. The catalyst is CC(O)=O.C(OCC)(=O)C.[Zn]. The product is [CH3:1][O:2][C:3](=[O:23])[C:4]1[CH:9]=[C:8]([NH2:10])[C:7]([NH2:13])=[C:6]([F:14])[C:5]=1[NH:15][C:16]1[CH:21]=[CH:20][CH:19]=[CH:18][C:17]=1[Cl:22]. The yield is 0.480. (2) The product is [Cl:2][C:3]1[N:4]([C:12]2[CH:30]=[CH:29][C:15]([O:16][CH2:17][CH2:18][CH2:19][N:20]3[CH2:21][CH2:22][CH:23]([C:26]([NH2:31])=[O:28])[CH2:24][CH2:25]3)=[CH:14][CH:13]=2)[N:5]=[C:6]2[C:11]=1[CH:10]=[CH:9][CH:8]=[CH:7]2. The yield is 0.700. The reactants are Cl.[Cl:2][C:3]1[N:4]([C:12]2[CH:30]=[CH:29][C:15]([O:16][CH2:17][CH2:18][CH2:19][N:20]3[CH2:25][CH2:24][CH:23]([C:26]([OH:28])=O)[CH2:22][CH2:21]3)=[CH:14][CH:13]=2)[N:5]=[C:6]2[C:11]=1[CH:10]=[CH:9][CH:8]=[CH:7]2.[NH3:31]. No catalyst specified. (3) The reactants are [CH3:1][N:2]1[C:6]([C:7]([OH:9])=O)=[C:5]([N+:10]([O-:12])=[O:11])[N:4]=[CH:3]1.ClCCl.[CH:16]([O:19][C:20](=[O:38])[CH:21]([NH:30][C:31]([O:33][C:34]([CH3:37])([CH3:36])[CH3:35])=[O:32])[CH2:22][C:23]1[CH:28]=[CH:27][C:26]([NH2:29])=[CH:25][CH:24]=1)([CH3:18])[CH3:17].C(N(CC)CC)C. The catalyst is S(Cl)(Cl)=O. The product is [C:34]([O:33][C:31]([NH:30][C@H:21]([C:20]([O:19][CH:16]([CH3:18])[CH3:17])=[O:38])[CH2:22][C:23]1[CH:24]=[CH:25][C:26]([NH:29][C:7]([C:6]2[N:2]([CH3:1])[CH:3]=[N:4][C:5]=2[N+:10]([O-:12])=[O:11])=[O:9])=[CH:27][CH:28]=1)=[O:32])([CH3:36])([CH3:37])[CH3:35]. The yield is 0.520. (4) The reactants are [CH3:1][N:2]1[C:11]2[C:6](=[CH:7][C:8]([NH2:12])=[CH:9][CH:10]=2)[CH2:5][CH2:4][CH2:3]1.C(N(CC)C(C)C)(C)C.Br[CH2:23][C:24]1[CH:34]=[CH:33][C:32]([O:35][CH3:36])=[CH:31][C:25]=1[C:26](OCC)=[O:27].O[Li].O. The catalyst is C(O)C.O. The product is [CH3:36][O:35][C:32]1[CH:31]=[C:25]2[C:24]([CH2:23][N:12]([C:8]3[CH:7]=[C:6]4[C:11](=[CH:10][CH:9]=3)[N:2]([CH3:1])[CH2:3][CH2:4][CH2:5]4)[C:26]2=[O:27])=[CH:34][CH:33]=1. The yield is 0.0800. (5) The reactants are [C:1]([O:4][C@H:5]1[CH2:9][C@H:8]([N:10]2[C:14]3[N:15]=[CH:16][N:17]=[C:18]([NH:19][C:20](=[O:22])[CH3:21])[C:13]=3[CH:12]=[CH:11]2)[CH2:7][C@H:6]1[CH2:23][O:24][Si](C(C)(C)C)(C)C)(=[O:3])[CH3:2]. The catalyst is C1COCC1.N1C=CC=CC=1.F.N1C=CC=CC=1. The product is [C:1]([O:4][C@H:5]1[CH2:9][C@H:8]([N:10]2[C:14]3[N:15]=[CH:16][N:17]=[C:18]([NH:19][C:20](=[O:22])[CH3:21])[C:13]=3[CH:12]=[CH:11]2)[CH2:7][C@H:6]1[CH2:23][OH:24])(=[O:3])[CH3:2]. The yield is 0.830.